Dataset: Full USPTO retrosynthesis dataset with 1.9M reactions from patents (1976-2016). Task: Predict the reactants needed to synthesize the given product. (1) The reactants are: [O:1]1[C:5]2[CH:6]=[CH:7][C:8]([NH2:10])=[CH:9][C:4]=2[O:3][CH2:2]1.CCN(CC)CC.[C:18](Cl)(=[O:23])[C:19]([CH3:22])([CH3:21])[CH3:20]. Given the product [O:1]1[C:5]2[CH:6]=[CH:7][C:8]([NH:10][C:18](=[O:23])[C:19]([CH3:22])([CH3:21])[CH3:20])=[CH:9][C:4]=2[O:3][CH2:2]1, predict the reactants needed to synthesize it. (2) Given the product [C:1]([O:5][C:6](=[O:15])[NH:7][C@@H:8]([CH2:13][O:14][CH3:17])[C:9]([CH3:12])([CH3:11])[CH3:10])([CH3:4])([CH3:2])[CH3:3], predict the reactants needed to synthesize it. The reactants are: [C:1]([O:5][C:6](=[O:15])[NH:7][C@@H:8]([CH2:13][OH:14])[C:9]([CH3:12])([CH3:11])[CH3:10])([CH3:4])([CH3:3])[CH3:2].I[CH3:17].